This data is from Full USPTO retrosynthesis dataset with 1.9M reactions from patents (1976-2016). The task is: Predict the reactants needed to synthesize the given product. (1) Given the product [ClH:40].[N:7]1([CH2:11][CH2:12][O:13][C:14]2[CH:15]=[CH:16][C:17]([OH:39])=[C:18]([CH:38]=2)[C:19]([NH:21][C:22]2[CH:31]=[C:30]([C:32]3[CH:37]=[CH:36][CH:35]=[CH:34][CH:33]=3)[CH:29]=[CH:28][C:23]=2[C:24]([OH:26])=[O:25])=[O:20])[CH2:10][CH2:9][CH2:8]1, predict the reactants needed to synthesize it. The reactants are: [OH-].[Na+].CC(O)C.[N:7]1([CH2:11][CH2:12][O:13][C:14]2[CH:15]=[CH:16][C:17]([OH:39])=[C:18]([CH:38]=2)[C:19]([NH:21][C:22]2[CH:31]=[C:30]([C:32]3[CH:37]=[CH:36][CH:35]=[CH:34][CH:33]=3)[CH:29]=[CH:28][C:23]=2[C:24]([O:26]C)=[O:25])=[O:20])[CH2:10][CH2:9][CH2:8]1.[ClH:40]. (2) Given the product [N+:1]([C:4]1[CH:5]=[CH:6][C:7]([C:10]2[N:11]=[CH:12][N:13]([CH2:16][C:17]([O:19][C:20]([CH3:23])([CH3:22])[CH3:21])=[O:18])[CH:14]=2)=[CH:8][CH:9]=1)([O-:3])=[O:2], predict the reactants needed to synthesize it. The reactants are: [N+:1]([C:4]1[CH:9]=[CH:8][C:7]([C:10]2[N:11]=[CH:12][NH:13][CH:14]=2)=[CH:6][CH:5]=1)([O-:3])=[O:2].Br[CH2:16][C:17]([O:19][C:20]([CH3:23])([CH3:22])[CH3:21])=[O:18].C(=O)([O-])[O-].[K+].[K+]. (3) The reactants are: [Si](OCC(C)C[C@H:12]1[C:17](=[O:18])[NH:16][C:15]2[CH:19]=[CH:20][CH:21]=[CH:22][C:14]=2[O:13]1)(C(C)(C)C)(C)C.CCCC[N+](C[CH2:38][CH2:39][CH3:40])(CCCC)CCCC.[F-].C1C[O:45][CH2:44]C1. Given the product [OH:45][CH2:44][C@@H:39]([CH3:38])[CH2:40][N:16]1[C:15]2[CH:19]=[CH:20][CH:21]=[CH:22][C:14]=2[O:13][CH2:12][C:17]1=[O:18], predict the reactants needed to synthesize it. (4) Given the product [Br:1][C:2]1[CH:7]=[CH:6][C:5]([O:8][CH2:38][C:35]2[CH:36]=[CH:37][N:32]=[CH:33][CH:34]=2)=[C:4]([C:9]([F:10])([F:11])[F:12])[CH:3]=1, predict the reactants needed to synthesize it. The reactants are: [Br:1][C:2]1[CH:7]=[CH:6][C:5]([OH:8])=[C:4]([C:9]([F:12])([F:11])[F:10])[CH:3]=1.C1(P(C2C=CC=CC=2)C2C=CC=CC=2)C=CC=CC=1.[N:32]1[CH:37]=[CH:36][C:35]([CH2:38]O)=[CH:34][CH:33]=1.N(C(OC(C)C)=O)=NC(OC(C)C)=O.